Dataset: Catalyst prediction with 721,799 reactions and 888 catalyst types from USPTO. Task: Predict which catalyst facilitates the given reaction. (1) Reactant: CS(O[C@H:6]1[CH2:11][CH2:10][CH2:9][CH2:8][C@@H:7]1[N:12]1[C:16]([C:17]2[CH:22]=[CH:21][CH:20]=[CH:19][CH:18]=2)=[C:15]([C:23]([O:25][CH2:26][CH3:27])=[O:24])[N:14]=[CH:13]1)(=O)=O.CCCC[N+](CCCC)(CCCC)CCCC.[F-:45]. Product: [F:45][C@@H:6]1[CH2:11][CH2:10][CH2:9][CH2:8][C@@H:7]1[N:12]1[C:16]([C:17]2[CH:22]=[CH:21][CH:20]=[CH:19][CH:18]=2)=[C:15]([C:23]([O:25][CH2:26][CH3:27])=[O:24])[N:14]=[CH:13]1. The catalyst class is: 10. (2) Reactant: [CH3:1][C:2]1[C:10]2[C:9](=[O:11])[CH2:8][C:7]([CH3:13])([CH3:12])[CH2:6][C:5]=2[NH:4][CH:3]=1.[H-].[Na+].[NH2:16][C:17]1[C:26]2[C:21](=[CH:22][C:23](F)=[CH:24][CH:25]=2)[C:20]([C:28](=[O:30])[CH3:29])=[CH:19][N:18]=1.[NH4+].[Cl-]. Product: [C:28]([C:20]1[C:21]2[C:26](=[CH:25][CH:24]=[C:23]([N:4]3[C:5]4[CH2:6][C:7]([CH3:13])([CH3:12])[CH2:8][C:9](=[O:11])[C:10]=4[C:2]([CH3:1])=[CH:3]3)[CH:22]=2)[C:17]([NH2:16])=[N:18][CH:19]=1)(=[O:30])[CH3:29]. The catalyst class is: 44. (3) Reactant: [C:1]([O:4][C@@H:5]1[C@@H:10]([O:11][C:12](=[O:14])[CH3:13])[C@H:9]([O:15][C:16](=[O:18])[CH3:17])[C@@H:8]([C:19]([O:21][CH3:22])=[O:20])[O:7][C@H:6]1[O:23][C:24]1[CH:32]=[C:31]2[C:27]([C@H:28]([CH2:56][Cl:57])[CH2:29][N:30]2[C:33](=[O:55])[CH2:34][CH2:35][CH2:36][C:37]([N:39]2[C:47]3[C:42](=[C:43]4[C:51]([CH3:52])=[CH:50][S:49][C:44]4=[C:45]([OH:48])[CH:46]=3)[C@H:41]([CH2:53][Cl:54])[CH2:40]2)=[O:38])=[C:26]2[C:58]([CH3:61])=[CH:59][S:60][C:25]=12)(=[O:3])[CH3:2].Cl[C:63]([O:65][C:66]1[CH:71]=[CH:70][C:69]([N+:72]([O-:74])=[O:73])=[CH:68][CH:67]=1)=[O:64].CCN(CC)CC. Product: [C:1]([O:4][C@@H:5]1[C@@H:10]([O:11][C:12](=[O:14])[CH3:13])[C@H:9]([O:15][C:16](=[O:18])[CH3:17])[C@@H:8]([C:19]([O:21][CH3:22])=[O:20])[O:7][C@H:6]1[O:23][C:24]1[CH:32]=[C:31]2[C:27]([C@H:28]([CH2:56][Cl:57])[CH2:29][N:30]2[C:33](=[O:55])[CH2:34][CH2:35][CH2:36][C:37]([N:39]2[C:47]3[C:42](=[C:43]4[C:51]([CH3:52])=[CH:50][S:49][C:44]4=[C:45]([O:48][C:63]([O:65][C:66]4[CH:67]=[CH:68][C:69]([N+:72]([O-:74])=[O:73])=[CH:70][CH:71]=4)=[O:64])[CH:46]=3)[C@H:41]([CH2:53][Cl:54])[CH2:40]2)=[O:38])=[C:26]2[C:58]([CH3:61])=[CH:59][S:60][C:25]=12)(=[O:3])[CH3:2]. The catalyst class is: 76.